Dataset: Forward reaction prediction with 1.9M reactions from USPTO patents (1976-2016). Task: Predict the product of the given reaction. (1) Given the reactants [C:1]([C:3]1[CH:8]=[CH:7][C:6]([C:9]2[N:13]3[CH:14]=[C:15]([C:18]4[CH:26]=[CH:25][C:21]([C:22]([OH:24])=O)=[CH:20][CH:19]=4)[CH:16]=[CH:17][C:12]3=[N:11][CH:10]=2)=[CH:5][CH:4]=1)#[N:2].CN1CCN([C:34]2([CH3:40])[CH2:39][CH2:38][NH:37][CH2:36][CH2:35]2)CC1.CN(C(O[N:49]1N=N[C:51]2C=CC=N[C:50]1=2)=[N+](C)C)C.F[P-](F)(F)(F)(F)F.CN1CCOCC1.C[N:73]([CH:75]=[O:76])C, predict the reaction product. The product is: [CH3:40][C:34]1([C:75]2[O:76][C:50]([CH3:51])=[N:49][N:73]=2)[CH2:39][CH2:38][N:37]([C:22]([C:21]2[CH:20]=[CH:19][C:18]([C:15]3[CH:16]=[CH:17][C:12]4[N:13]([C:9]([C:6]5[CH:5]=[CH:4][C:3]([C:1]#[N:2])=[CH:8][CH:7]=5)=[CH:10][N:11]=4)[CH:14]=3)=[CH:26][CH:25]=2)=[O:24])[CH2:36][CH2:35]1. (2) The product is: [Cl:60][C:61]1[CH:62]=[C:63]([C:68]2([C:82]([F:85])([F:84])[F:83])[O:72][N:71]=[C:70]([C:73]3[O:77][C:76]([CH3:78])=[C:75]([C:79]([NH:3][CH2:2][C:21](=[O:22])[NH:20][CH2:19][C:18]([F:17])([F:25])[F:26])=[O:80])[CH:74]=3)[CH2:69]2)[CH:64]=[C:65]([Cl:67])[CH:66]=1. Given the reactants C[CH2:2][N:3](C(C)C)C(C)C.FC(F)(F)C([O-])=O.[F:17][C:18]([F:26])([F:25])[CH2:19][NH:20][C:21]([NH2+]C)=[O:22].C1CN([P+](ON2N=NC3C=CC=CC2=3)(N2CCCC2)N2CCCC2)CC1.F[P-](F)(F)(F)(F)F.[Cl:60][C:61]1[CH:62]=[C:63]([C:68]2([C:82]([F:85])([F:84])[F:83])[O:72][N:71]=[C:70]([C:73]3[O:77][C:76]([CH3:78])=[C:75]([C:79](O)=[O:80])[CH:74]=3)[CH2:69]2)[CH:64]=[C:65]([Cl:67])[CH:66]=1, predict the reaction product. (3) Given the reactants C([N:4]1[C:12]2[C:7](=[C:8]([Br:13])[CH:9]=[CH:10][CH:11]=2)[C:6](=O)[CH2:5]1)(=O)C.BrBr.[CH2:17]([NH2:20])[CH2:18][NH2:19].C(N(CC)CC)C, predict the reaction product. The product is: [Br:13][C:8]1[C:7]2[C:6]3[N:20]=[CH:17][CH:18]=[N:19][C:5]=3[NH:4][C:12]=2[CH:11]=[CH:10][CH:9]=1.